From a dataset of Forward reaction prediction with 1.9M reactions from USPTO patents (1976-2016). Predict the product of the given reaction. (1) Given the reactants [Cl:1][C:2]1[CH:3]=[CH:4][C:5]([OH:8])=[N:6][CH:7]=1.[H-].[Na+].Br[CH2:12][C:13]1[CH:22]=[C:21]2[C:16]([CH:17]=[C:18]([C:27]([O:29][CH2:30][CH3:31])=[O:28])[CH:19]([C:23]([F:26])([F:25])[F:24])[O:20]2)=[CH:15][C:14]=1[Cl:32], predict the reaction product. The product is: [Cl:32][C:14]1[CH:15]=[C:16]2[C:21](=[CH:22][C:13]=1[CH2:12][N:6]1[CH:7]=[C:2]([Cl:1])[CH:3]=[CH:4][C:5]1=[O:8])[O:20][CH:19]([C:23]([F:26])([F:25])[F:24])[C:18]([C:27]([O:29][CH2:30][CH3:31])=[O:28])=[CH:17]2. (2) The product is: [Cl:17][C:12]1[CH:11]=[C:10]([C@@H:9]2[O:8][CH2:7][CH2:6][N:5]([C:18]([O:20][C:21]([CH3:24])([CH3:23])[CH3:22])=[O:19])[CH2:4][C@H:3]2[CH2:2][NH:1][S:35]([CH:34]=[CH2:33])(=[O:37])=[O:36])[CH:15]=[CH:14][C:13]=1[Cl:16]. Given the reactants [NH2:1][CH2:2][C@H:3]1[C@H:9]([C:10]2[CH:15]=[CH:14][C:13]([Cl:16])=[C:12]([Cl:17])[CH:11]=2)[O:8][CH2:7][CH2:6][N:5]([C:18]([O:20][C:21]([CH3:24])([CH3:23])[CH3:22])=[O:19])[CH2:4]1.C(N(CC)CC)C.Cl[CH2:33][CH2:34][S:35](Cl)(=[O:37])=[O:36], predict the reaction product.